From a dataset of B-cell epitopes from IEDB database with 3,159 antigens for binding position prediction. Token-level Classification. Given an antigen amino acid sequence, predict which amino acid positions are active epitope sites capable of antibody binding. Output is a list of indices for active positions. (1) Given the antigen sequence: SLSRPSLPSCLCSFLLLLLLQVSSSYAGQFRVIGPRHPIRALVGDEVELPCRISPGKNATGMEVGWYRPPFSRVVHLYRNGKDQDGDQAPEYRGRTELLKDAIGEGKVTLRIRNVRFSDEGGFTCFFRDHSYQEEAAMELKVEDPFYWVSPGVLVLLAVLPVLLLQITVGLVFLCLQYRLRGKLRAEIENLHRTFESFGVLGPQVKEPKKTGQFLEELLFHLEALSG, which amino acid positions are active epitope sites? The epitope positions are: [212, 213, 214, 215, 216, 217, 218, 219, 220, 221, 222, 223, 224, 225, 226]. The amino acids at these positions are: QFLEELLFHLEALSG. (2) Given the antigen sequence: MMMASKDATSNVDGASGAGQLVPEANTSDPLAMDPVAGSSTAVATAGQVNPIDPWIINNFVQAPQGEFTISPNNTPGDVLFDLSLGPHLNPFLLHLSQMYNGWVGNMRVRIMLAGNAFTAGKIIVSCIPPGFGSHNLTIAQSTLFPHVIADVRTLDPIEVPLEDVRNVLFHNNDRNQQTMRLVCMLYTPLRTGGGTGDSFVVAGRVMTCPSPDFNFLFLVPPTVEQKTRPFTLPNLPLSSLSNSRAPLPISSMGISPDNVQSVQFQNGRCTLDGRLVGTTPVSLSQVAKIRGTSNGTVINLTELDGTPFHPFEGPAPIGFPDLGGCDWHVNMTQFGHSSQTQFDVDTTPETFVPHLGSIQANGVGSGNYIGVLSWISPPSHPSGSQVDLWKIPNYGSSITEATHLAPSVFPPGFGEVLVFFMSKIPGPGAYNLPCLLPQEYISHFASEQAPTVGEAALLHYVDPDTGRNLGEFKAYPDGFLTCVPNGASSGPQQLPINGV..., which amino acid positions are active epitope sites? The epitope positions are: [161, 162, 163, 164, 165, 166]. The amino acids at these positions are: LEDVRN. (3) Given the antigen sequence: MNFPVLPPEINSVLMYSGAGSSPLLAAAAAWDGLAEELGSAAVSFGQVTSGLTAGVWQGAAAAAMAAAAAPYAGWLGSVAAQAVAVAGQARAAVAAFEAALAATVDPAAVAVNRMAMRALAMSNLLGQNAAAIAAVEAEYELMWAADVAAMAGYHSGASAAAAALPAFSPPAQALGGGVGAFLNALFAGPAKMLRLNAGLGNVGNYNVGLGNVGIFNLGAANVGAQNLGAANAGSGNFGFGNIGNANFGFGNSGLGLPPGMGNIGLGNAGSSNYGLANLGVGNIGFANTGSNNIGIGLTGDNLTGIGGLNSGTGNLGLFNSGTGNIGFFNSGTGNFGVFNSGSYNTGVGNAGTASTGLFNVGGFNTGVANVGSYNTGSFNAGNTNTGGFNPGNVNTGWLNTGNTNTGIANSGNVNTGAFISGNFSNGVLWRGDYEGLWGLSGGSTIPAIPIGLELNGGVGPITVLPIQILPTIPLNIHQTFSLGPLVVPDIVIPAFGGGT..., which amino acid positions are active epitope sites? The epitope positions are: [970, 971, 972, 973, 974, 975, 976, 977, 978, 979, 980, 981, 982, 983, 984, 985]. The amino acids at these positions are: GSINTGWFNTGNANTG.